Dataset: Full USPTO retrosynthesis dataset with 1.9M reactions from patents (1976-2016). Task: Predict the reactants needed to synthesize the given product. (1) Given the product [ClH:23].[ClH:23].[ClH:23].[S:12]1[C:16]([C:17]2[CH:22]=[CH:21][N:20]=[C:19]([NH:1][CH2:2][CH2:3][CH2:4][N:5]3[CH2:6][CH2:7][N:8]([CH3:11])[CH2:9][CH2:10]3)[N:18]=2)=[CH:15][C:14]2[CH:24]=[CH:25][CH:26]=[CH:27][C:13]1=2, predict the reactants needed to synthesize it. The reactants are: [NH2:1][CH2:2][CH2:3][CH2:4][N:5]1[CH2:10][CH2:9][N:8]([CH3:11])[CH2:7][CH2:6]1.[S:12]1[C:16]([C:17]2[CH:22]=[CH:21][N:20]=[C:19]([Cl:23])[N:18]=2)=[CH:15][C:14]2[CH:24]=[CH:25][CH:26]=[CH:27][C:13]1=2. (2) Given the product [CH3:19][O:18][C:13]1[CH:14]=[C:15]2[C:10](=[CH:11][C:12]=1[O:20][CH3:21])[C:9]1=[C:5]([C:3]3[O:32][N:33]=[C:34]([C:35]4[CH:40]=[CH:39][CH:38]=[CH:37][CH:36]=4)[N:41]=3)[C:6]([C:23]3[CH:24]=[C:25]([CH3:31])[C:26]([OH:30])=[C:27]([CH3:29])[CH:28]=3)=[C:7]([CH3:22])[N:8]1[CH2:17][CH2:16]2, predict the reactants needed to synthesize it. The reactants are: CO[C:3]([C:5]1[C:6]([C:23]2[CH:28]=[C:27]([CH3:29])[C:26]([OH:30])=[C:25]([CH3:31])[CH:24]=2)=[C:7]([CH3:22])[N:8]2[CH2:17][CH2:16][C:15]3[C:10](=[CH:11][C:12]([O:20][CH3:21])=[C:13]([O:18][CH3:19])[CH:14]=3)[C:9]=12)=O.[OH:32][NH:33][C:34](=[NH:41])[C:35]1[CH:40]=[CH:39][CH:38]=[CH:37][CH:36]=1. (3) Given the product [CH2:16]([O:20][C:21]([N:23]1[CH2:24][CH2:25][N:26]([C:29](=[O:32])[CH2:30][NH:31][C:13]([C:9]2[CH:10]=[C:11]([OH:12])[N:7]([C:1]3[CH:2]=[CH:3][CH:4]=[CH:5][CH:6]=3)[N:8]=2)=[O:15])[CH2:27][CH2:28]1)=[O:22])[CH2:17][CH2:18][CH3:19], predict the reactants needed to synthesize it. The reactants are: [C:1]1([N:7]2[C:11](=[O:12])[CH:10]=[C:9]([C:13]([OH:15])=O)[NH:8]2)[CH:6]=[CH:5][CH:4]=[CH:3][CH:2]=1.[CH2:16]([O:20][C:21]([N:23]1[CH2:28][CH2:27][N:26]([C:29](=[O:32])[CH2:30][NH2:31])[CH2:25][CH2:24]1)=[O:22])[CH2:17][CH2:18][CH3:19].C(Cl)CCl. (4) Given the product [CH3:12][O:13][CH:14]=[CH:7][C:6]1[CH:9]=[C:2]([Br:1])[CH:3]=[CH:4][C:5]=1[F:10], predict the reactants needed to synthesize it. The reactants are: [Br:1][C:2]1[CH:3]=[CH:4][C:5]([F:10])=[C:6]([CH:9]=1)[CH:7]=O.[Cl-].[CH3:12][O:13][CH2:14][P+](C1C=CC=CC=1)(C1C=CC=CC=1)C1C=CC=CC=1.